This data is from Full USPTO retrosynthesis dataset with 1.9M reactions from patents (1976-2016). The task is: Predict the reactants needed to synthesize the given product. (1) Given the product [Cl:19][C:14]1[C:13]2[C:12]3[C:11](=[C:22]([CH3:23])[O:21][N:20]=3)[C:10](=[O:24])[N:9]([CH:5]3[CH2:6][CH2:7][CH2:8][CH:3]([NH:2][C:58]([CH2:57][NH:56][C:49](=[O:65])[CH2:50][C:26]4[CH:25]=[CH:37][CH:38]=[CH:33][CH:34]=4)=[O:60])[CH2:4]3)[C:18]=2[CH:17]=[CH:16][CH:15]=1, predict the reactants needed to synthesize it. The reactants are: I.[NH2:2][CH:3]1[CH2:8][CH2:7][CH2:6][CH:5]([N:9]2[C:18]3[CH:17]=[CH:16][CH:15]=[C:14]([Cl:19])[C:13]=3[C:12]3=[N:20][O:21][C:22]([CH3:23])=[C:11]3[C:10]2=[O:24])[CH2:4]1.[CH2:25](Cl)[CH2:26]Cl.ON1[C:34]2N=C[CH:37]=[CH:38][C:33]=2N=N1.C(N(CC)C(C)C)(C)C.Cl.[CH2:49]([NH:56][CH2:57][C:58]([OH:60])=O)[C:50]1C=CC=CC=1.CN(C=[O:65])C. (2) Given the product [C@@H:6]1([O:24][C:25]2[C:29]([CH2:30][C:31]3[CH:36]=[CH:35][C:34]([O:37][CH2:38][CH2:39][C:40](=[O:41])[NH:46][C:47]([C:48]([N:50]4[CH2:55][CH2:54][N:53]([CH3:56])[CH2:52][CH2:51]4)=[O:49])([CH3:58])[CH3:57])=[CH:33][CH:32]=3)=[C:28]([CH:43]([CH3:45])[CH3:44])[NH:27][N:26]=2)[O:7][C@H:8]([CH2:19][OH:20])[C@@H:9]([OH:15])[C@H:10]([OH:11])[C@H:5]1[OH:4], predict the reactants needed to synthesize it. The reactants are: C([O:4][C@@H:5]1[C@@H:10]([O:11]C(=O)C)[C@H:9]([O:15]C(=O)C)[C@@H:8]([CH2:19][O:20]C(=O)C)[O:7][C@H:6]1[O:24][C:25]1[C:29]([CH2:30][C:31]2[CH:36]=[CH:35][C:34]([O:37][CH2:38][CH2:39][C:40](O)=[O:41])=[CH:33][CH:32]=2)=[C:28]([CH:43]([CH3:45])[CH3:44])[NH:27][N:26]=1)(=O)C.[NH2:46][C:47]([CH3:58])([CH3:57])[C:48]([N:50]1[CH2:55][CH2:54][N:53]([CH3:56])[CH2:52][CH2:51]1)=[O:49].NC(C)(C)C(N)=O. (3) Given the product [OH:2][C:3]1[CH:4]([CH:18]2[CH2:19][CH2:20][N:21]([O:24][CH3:25])[CH2:22][CH2:23]2)[NH:5][C:6](=[O:17])[C:7]=1[C:8]1[C:13]([CH3:14])=[CH:12][C:11]([CH3:15])=[CH:10][C:9]=1[CH3:16], predict the reactants needed to synthesize it. The reactants are: C[O:2][C:3](=O)[CH:4]([CH:18]1[CH2:23][CH2:22][N:21]([O:24][CH3:25])[CH2:20][CH2:19]1)[NH:5][C:6](=[O:17])[CH2:7][C:8]1[C:13]([CH3:14])=[CH:12][C:11]([CH3:15])=[CH:10][C:9]=1[CH3:16].CC([O-])(C)C.[K+].Cl. (4) Given the product [CH2:1]([N:4]([CH2:6][CH2:7][CH2:8][CH2:9][O:10][C:11]1[CH:12]=[C:13]2[C:17](=[CH:18][CH:19]=1)[N:16]([C:23]1[CH:28]=[CH:27][C:26]([C:29]([F:32])([F:31])[F:30])=[CH:25][CH:24]=1)[C:15]([CH3:20])=[C:14]2[CH3:21])[CH3:5])[CH:2]=[CH2:3], predict the reactants needed to synthesize it. The reactants are: [CH2:1]([N:4]([CH2:6][CH2:7][CH2:8][CH2:9][O:10][C:11]1[CH:12]=[C:13]2[C:17](=[CH:18][CH:19]=1)[NH:16][C:15]([CH3:20])=[C:14]2[CH3:21])[CH3:5])[CH:2]=[CH2:3].F[C:23]1[CH:28]=[CH:27][C:26]([C:29]([F:32])([F:31])[F:30])=[CH:25][CH:24]=1. (5) The reactants are: [Br:1][C:2]1[CH:3]=[C:4]([CH:9]=[CH:10][C:11]=1[CH3:12])[C:5]([O:7][CH3:8])=[O:6].C(Cl)(Cl)(Cl)Cl.C1C(=O)N([Br:25])C(=O)C1.CC(N=NC(C#N)(C)C)(C#N)C. Given the product [Br:1][C:2]1[CH:3]=[C:4]([CH:9]=[CH:10][C:11]=1[CH2:12][Br:25])[C:5]([O:7][CH3:8])=[O:6], predict the reactants needed to synthesize it. (6) Given the product [CH2:1]([S:4]([N:7]1[CH2:10][C:9]([CH2:11][NH2:12])([C:13]2[CH:18]=[CH:17][CH:16]=[CH:15][N:14]=2)[CH2:8]1)(=[O:5])=[O:6])[CH2:2][CH3:3], predict the reactants needed to synthesize it. The reactants are: [CH2:1]([S:4]([N:7]1[CH2:10][C:9]([C:13]2[CH:18]=[CH:17][CH:16]=[CH:15][N:14]=2)([C:11]#[N:12])[CH2:8]1)(=[O:6])=[O:5])[CH2:2][CH3:3].